Dataset: Reaction yield outcomes from USPTO patents with 853,638 reactions. Task: Predict the reaction yield, written as a fraction of the theoretical maximum amount of product (1.0 means a 100% yield; for example, 0.34 means a 34% yield). (1) The reactants are [CH3:1][O:2][C:3]1[C:8]([O:9][CH3:10])=[C:7]([C:11]2[CH:12]=[N:13][N:14]([C:18]3[CH:33]=[CH:32][C:21]([C:22]([NH:24][CH2:25][CH:26]4[CH2:31][CH2:30][O:29][CH2:28][CH2:27]4)=[O:23])=[CH:20][N:19]=3)[C:15]=2[O:16]C)[CH:6]=[CH:5][N:4]=1.[Cl-].[Li+]. The catalyst is CC(N(C)C)=O. The product is [CH3:1][O:2][C:3]1[C:8]([O:9][CH3:10])=[C:7]([C:11]2[CH:12]=[N:13][N:14]([C:18]3[CH:33]=[CH:32][C:21]([C:22]([NH:24][CH2:25][CH:26]4[CH2:31][CH2:30][O:29][CH2:28][CH2:27]4)=[O:23])=[CH:20][N:19]=3)[C:15]=2[OH:16])[CH:6]=[CH:5][N:4]=1. The yield is 0.260. (2) The reactants are [NH:1]([C:3]1[CH:12]=[CH:11][CH:10]=[C:9]2[C:4]=1[CH:5]=[CH:6][CH:7]=[N:8]2)[NH2:2].[CH3:13][C:14]1([C:22](O)=[O:23])[CH2:19][CH2:18][CH2:17][C:16]([CH3:21])([CH3:20])[CH2:15]1. No catalyst specified. The yield is 0.100. The product is [CH3:13][C:14]1([C:22]([NH:2][NH:1][C:3]2[CH:12]=[CH:11][CH:10]=[C:9]3[C:4]=2[CH:5]=[CH:6][CH:7]=[N:8]3)=[O:23])[CH2:19][CH2:18][CH2:17][C:16]([CH3:20])([CH3:21])[CH2:15]1. (3) The product is [C:12]([O:15][C:16]([N:18]1[CH:19]2[CH2:20][CH2:21][CH:22]1[CH2:23][C:24]([OH:25])([CH3:4])[CH2:26]2)=[O:17])([CH3:11])([CH3:13])[CH3:14]. The yield is 0.310. The reactants are C[Mg]Br.[CH2:4](OCC)C.[Br-].[Li+].[CH3:11][C:12]([O:15][C:16]([N:18]1[C@@H:22]2[CH2:23][C:24]([CH2:26][C@H:19]1[CH2:20][CH2:21]2)=[O:25])=[O:17])([CH3:14])[CH3:13]. The catalyst is C1COCC1. (4) The reactants are Br[C:2]1[N:7]=[C:6]([C:8]([OH:10])=[O:9])[CH:5]=[CH:4][C:3]=1[F:11].[F:12][C:13]1[CH:18]=[C:17]([F:19])[CH:16]=[CH:15][C:14]=1B(O)O. The catalyst is C1C=CC(P(C2C=CC=CC=2)[C-]2C=CC=C2)=CC=1.C1C=CC(P(C2C=CC=CC=2)[C-]2C=CC=C2)=CC=1.Cl[Pd]Cl.[Fe+2].C(Cl)Cl. The product is [F:12][C:13]1[CH:18]=[C:17]([F:19])[CH:16]=[CH:15][C:14]=1[C:2]1[N:7]=[C:6]([C:8]([OH:10])=[O:9])[CH:5]=[CH:4][C:3]=1[F:11]. The yield is 0.790. (5) The reactants are [CH2:1]([NH:5][C:6](=[O:12])[C:7]([CH3:11])([CH3:10])[CH2:8][OH:9])[CH2:2][CH2:3][CH3:4].[N+:13]([C:16]1[CH:23]=[CH:22][CH:21]=[C:20]([N+]([O-])=O)[C:17]=1[C:18]#[N:19])([O-:15])=[O:14]. No catalyst specified. The product is [CH2:1]([NH:5][C:6](=[O:12])[C:7]([CH3:11])([CH3:10])[CH2:8][O:9][C:20]1[CH:21]=[CH:22][CH:23]=[C:16]([N+:13]([O-:15])=[O:14])[C:17]=1[C:18]#[N:19])[CH2:2][CH2:3][CH3:4]. The yield is 0.660. (6) The reactants are [F:1][C:2]1[CH:7]=[CH:6][C:5]([CH2:8][N:9]2[CH2:14][CH2:13][O:12][CH2:11][CH2:10]2)=[CH:4][C:3]=1[C:15](=[O:22])[CH2:16][C:17]([O:19][CH2:20][CH3:21])=[O:18].C(N(CC)CC)C.C1(C)C(S([N:39]=[N+:40]=[N-])(=O)=O)=CC=CC=1. The catalyst is CC#N. The product is [N+:39](=[C:16]([C:15]([C:3]1[CH:4]=[C:5]([CH2:8][N:9]2[CH2:14][CH2:13][O:12][CH2:11][CH2:10]2)[CH:6]=[CH:7][C:2]=1[F:1])=[O:22])[C:17]([O:19][CH2:20][CH3:21])=[O:18])=[N-:40]. The yield is 0.860. (7) The reactants are Cl.[Sn](Cl)Cl.[N+:5]([C:8]1[CH:13]=[C:12]([C:14]([F:17])([F:16])[F:15])[CH:11]=[CH:10][C:9]=1[N:18]1[CH2:24][CH2:23][CH2:22][CH2:21][CH2:20][CH2:19]1)([O-])=O.C(=O)([O-])O.[Na+]. The catalyst is CO. The product is [NH2:5][C:8]1[CH:13]=[C:12]([C:14]([F:15])([F:16])[F:17])[CH:11]=[CH:10][C:9]=1[N:18]1[CH2:24][CH2:23][CH2:22][CH2:21][CH2:20][CH2:19]1. The yield is 0.863. (8) The reactants are Br[C:2]1[CH:7]=[CH:6][C:5]([NH:8][C:9]#[N:10])=[C:4]([CH3:11])[CH:3]=1.[CH3:12][N:13]1[C:17]([C:18]#[N:19])=[CH:16][CH:15]=[C:14]1B(O)O.[F-].[K+].C(P(C(C)(C)C)C(C)(C)C)(C)(C)C. The catalyst is CCCCCC.C(OC(=O)C)C.C1C=CC(/C=C/C(/C=C/C2C=CC=CC=2)=O)=CC=1.C1C=CC(/C=C/C(/C=C/C2C=CC=CC=2)=O)=CC=1.C1C=CC(/C=C/C(/C=C/C2C=CC=CC=2)=O)=CC=1.[Pd].[Pd].C1COCC1. The product is [C:18]([C:17]1[N:13]([CH3:12])[C:14]([C:2]2[CH:7]=[CH:6][C:5]([NH:8][C:9]#[N:10])=[C:4]([CH3:11])[CH:3]=2)=[CH:15][CH:16]=1)#[N:19]. The yield is 0.0700.